This data is from Catalyst prediction with 721,799 reactions and 888 catalyst types from USPTO. The task is: Predict which catalyst facilitates the given reaction. (1) Reactant: P(Cl)(Cl)(Cl)=O.[CH2:6]([N:9]1[C:13]2=[C:14]([N:20]3[CH2:29][CH2:28][C:27]4[C:22](=[CH:23][CH:24]=[CH:25][CH:26]=4)[CH2:21]3)[N:15]=[C:16]([C:18]#[N:19])[CH:17]=[C:12]2[CH:11]=[C:10]1[CH3:30])[CH:7]=[CH2:8].CN(C)[CH:33]=[O:34]. Product: [CH2:6]([N:9]1[C:13]2=[C:14]([N:20]3[CH2:29][CH2:28][C:27]4[C:22](=[CH:23][CH:24]=[CH:25][CH:26]=4)[CH2:21]3)[N:15]=[C:16]([C:18]#[N:19])[CH:17]=[C:12]2[C:11]([CH:33]=[O:34])=[C:10]1[CH3:30])[CH:7]=[CH2:8]. The catalyst class is: 4. (2) Reactant: [NH2:1][C:2]1[CH:7]=[CH:6][C:5]([C:8]2[N:12]([C:13]3[CH:18]=[CH:17][C:16]([S:19]([CH3:22])(=[O:21])=[O:20])=[CH:15][CH:14]=3)[CH:11]=[N:10][C:9]=2[Cl:23])=[CH:4][CH:3]=1.[C:24]1(=O)[O:29][C:27](=[O:28])[CH2:26][CH2:25]1.C1(C)C=CC=CC=1. Product: [Cl:23][C:9]1[N:10]=[CH:11][N:12]([C:13]2[CH:18]=[CH:17][C:16]([S:19]([CH3:22])(=[O:20])=[O:21])=[CH:15][CH:14]=2)[C:8]=1[C:5]1[CH:6]=[CH:7][C:2]([N:1]2[C:27](=[O:28])[CH2:26][CH2:25][C:24]2=[O:29])=[CH:3][CH:4]=1. The catalyst class is: 424.